This data is from Catalyst prediction with 721,799 reactions and 888 catalyst types from USPTO. The task is: Predict which catalyst facilitates the given reaction. (1) Reactant: [S:1]1[CH:5]=[CH:4][C:3]([C:6]2[CH:7]=[N:8][C:9]([NH:12][C:13]3[CH:18]=[CH:17][CH:16]=[C:15]([NH2:19])[CH:14]=3)=[N:10][CH:11]=2)=[CH:2]1.C(N(CC)CC)C.CN([P+](ON1N=NC2C=CC=CC1=2)(N(C)C)N(C)C)C.F[P-](F)(F)(F)(F)F.[CH3:54][N:55]1[CH2:60][CH2:59][N:58]([CH2:61][C:62]2[CH:70]=[CH:69][C:65]([C:66](O)=[O:67])=[CH:64][CH:63]=2)[CH2:57][CH2:56]1. Product: [CH3:54][N:55]1[CH2:60][CH2:59][N:58]([CH2:61][C:62]2[CH:70]=[CH:69][C:65]([C:66]([NH:19][C:15]3[CH:16]=[CH:17][CH:18]=[C:13]([NH:12][C:9]4[N:10]=[CH:11][C:6]([C:3]5[CH:4]=[CH:5][S:1][CH:2]=5)=[CH:7][N:8]=4)[CH:14]=3)=[O:67])=[CH:64][CH:63]=2)[CH2:57][CH2:56]1. The catalyst class is: 9. (2) Reactant: [CH3:1][O:2][C:3]1[CH:4]=[C:5]2[C:10](=[CH:11][C:12]=1[O:13][CH3:14])[N:9]=[CH:8][CH:7]=[C:6]2[O:15][C:16]1[C:22]([CH3:23])=[CH:21][C:19]([NH2:20])=[C:18]([CH3:24])[CH:17]=1.Cl[C:26](Cl)([O:28][C:29](=[O:35])OC(Cl)(Cl)Cl)Cl.[N:37]1[CH:42]=[CH:41][CH:40]=[CH:39][C:38]=1CO.C(=O)(O)[O-].[Na+]. Product: [CH3:1][O:2][C:3]1[CH:4]=[C:5]2[C:10](=[CH:11][C:12]=1[O:13][CH3:14])[N:9]=[CH:8][CH:7]=[C:6]2[O:15][C:16]1[C:22]([CH3:23])=[CH:21][C:19]([NH:20][C:29](=[O:35])[O:28][CH2:26][C:38]2[CH:39]=[CH:40][CH:41]=[CH:42][N:37]=2)=[C:18]([CH3:24])[CH:17]=1. The catalyst class is: 208. (3) Reactant: [C:1]([O:5][C:6]([NH:8][CH:9]([CH2:12][C:13]1[CH:18]=[CH:17][CH:16]=[C:15]([C:19]#[N:20])[CH:14]=1)[CH2:10][OH:11])=[O:7])([CH3:4])([CH3:3])[CH3:2].C1C=CC(P(C2C=CC=CC=2)C2C=CC=CC=2)=CC=1.[I:40][C:41]1[CH:46]=[CH:45][C:44](O)=[CH:43][CH:42]=1.CCOC(/N=N/C(OCC)=O)=O. Product: [I:40][C:41]1[CH:46]=[CH:45][C:44]([O:11][CH2:10][CH:9]([NH:8][C:6]([O:5][C:1]([CH3:4])([CH3:2])[CH3:3])=[O:7])[CH2:12][C:13]2[CH:18]=[CH:17][CH:16]=[C:15]([C:19]#[N:20])[CH:14]=2)=[CH:43][CH:42]=1. The catalyst class is: 1. (4) Reactant: Cl[C:2]1[CH:7]=[CH:6][N:5]([C:8]2[CH:9]=[CH:10][C:11]3[N:15]=[C:14]([CH:16]4[CH2:18][CH2:17]4)[N:13]([CH3:19])[C:12]=3[CH:20]=2)[C:4](=[O:21])[CH:3]=1.[S:22]1[CH:26]=[CH:25][C:24]2[CH:27]=[C:28]([CH2:31][OH:32])[CH:29]=[CH:30][C:23]1=2.C(=O)([O-])[O-].[Cs+].[Cs+].CN(C=O)C. Product: [S:22]1[C:23]2[CH:30]=[CH:29][C:28]([CH2:31][O:32][C:2]3[CH:7]=[CH:6][N:5]([C:8]4[CH:9]=[CH:10][C:11]5[N:15]=[C:14]([CH:16]6[CH2:18][CH2:17]6)[N:13]([CH3:19])[C:12]=5[CH:20]=4)[C:4](=[O:21])[CH:3]=3)=[CH:27][C:24]=2[CH:25]=[CH:26]1. The catalyst class is: 6. (5) Product: [Cl:1][C:2]1[N:7]=[CH:6][N:5]=[C:4]([C:8]([NH:28][C:29]2[CH:30]=[C:31]3[C:35](=[CH:36][CH:37]=2)[NH:34][N:33]=[CH:32]3)=[O:9])[CH:3]=1. The catalyst class is: 59. Reactant: [Cl:1][C:2]1[N:7]=[CH:6][N:5]=[C:4]([C:8](Cl)=[O:9])[CH:3]=1.ClC1N=CN=C(C(NC2C=CC(O)=CC=2)=O)C=1.[NH2:28][C:29]1[CH:30]=[C:31]2[C:35](=[CH:36][CH:37]=1)[NH:34][N:33]=[CH:32]2.CCN(C(C)C)C(C)C. (6) Reactant: [H-].[Na+].[S:3]1[CH:7]=[CH:6][CH:5]=[C:4]1[C:8]1[CH:13]=[CH:12][CH:11]=[CH:10][C:9]=1[CH2:14][CH2:15][N:16]1[CH2:32][CH2:31][C:19]2([N:23]([C:24]3[CH:29]=[CH:28][CH:27]=[CH:26][CH:25]=3)[CH2:22][NH:21][C:20]2=[O:30])[CH2:18][CH2:17]1.Cl.[CH3:34][N:35]([CH2:37][CH2:38][Cl:39])[CH3:36]. Product: [ClH:39].[CH3:34][N:35]([CH3:36])[CH2:37][CH2:38][N:21]1[C:20](=[O:30])[C:19]2([CH2:18][CH2:17][N:16]([CH2:15][CH2:14][C:9]3[CH:10]=[CH:11][CH:12]=[CH:13][C:8]=3[C:4]3[S:3][CH:7]=[CH:6][CH:5]=3)[CH2:32][CH2:31]2)[N:23]([C:24]2[CH:29]=[CH:28][CH:27]=[CH:26][CH:25]=2)[CH2:22]1. The catalyst class is: 3. (7) Reactant: [Cl:1][C:2]1[N:10]=[C:9]2[C:5]([NH:6][CH:7]=[N:8]2)=[C:4](Cl)[N:3]=1.[NH2:12][C:13]1[CH:27]=[CH:26][C:16]([C:17]([NH:19][C:20]2[CH:25]=[CH:24][CH:23]=[CH:22][CH:21]=2)=[O:18])=[CH:15][CH:14]=1. Product: [Cl:1][C:2]1[N:10]=[C:9]2[C:5]([N:6]=[CH:7][NH:8]2)=[C:4]([NH:12][C:13]2[CH:27]=[CH:26][C:16]([C:17]([NH:19][C:20]3[CH:25]=[CH:24][CH:23]=[CH:22][CH:21]=3)=[O:18])=[CH:15][CH:14]=2)[N:3]=1. The catalyst class is: 51. (8) Reactant: [F:1][C:2]1[CH:8]=[CH:7][CH:6]=[C:5]([F:9])[C:3]=1[NH2:4].[H-].[Na+].Cl[C:13]1[N:21]=[C:20]([I:22])[N:19]=[C:18]2[C:14]=1[N:15]=[CH:16][N:17]2[CH3:23].[NH4+].[Cl-]. Product: [F:1][C:2]1[CH:8]=[CH:7][CH:6]=[C:5]([F:9])[C:3]=1[NH:4][C:13]1[N:21]=[C:20]([I:22])[N:19]=[C:18]2[C:14]=1[N:15]=[CH:16][N:17]2[CH3:23]. The catalyst class is: 16. (9) Reactant: [CH2:1]([O:3][C:4]([C:6]1[CH:10]=[C:9](O)[N:8]([C:12]2[CH:17]=[CH:16][CH:15]=[CH:14][C:13]=2[Cl:18])[N:7]=1)=[O:5])[CH3:2].P(Br)(Br)([Br:21])=O.CN(C)[CH:26]=[O:27].ClCCl. Product: [CH2:1]([O:3][C:4]([C:6]1[C:10]([CH:26]=[O:27])=[C:9]([Br:21])[N:8]([C:12]2[CH:17]=[CH:16][CH:15]=[CH:14][C:13]=2[Cl:18])[N:7]=1)=[O:5])[CH3:2]. The catalyst class is: 26. (10) Reactant: [Br:1][C:2]1[CH:7]=[CH:6][C:5]([CH:8]2[CH2:10][CH:9]2[CH2:11][C:12]([OH:14])=O)=[CH:4][CH:3]=1.C(N1C=CN=C1)(N1C=CN=C1)=O.O.[NH2:28][NH2:29]. Product: [Br:1][C:2]1[CH:7]=[CH:6][C:5]([CH:8]2[CH2:10][CH:9]2[CH2:11][C:12]([NH:28][NH2:29])=[O:14])=[CH:4][CH:3]=1. The catalyst class is: 1.